Dataset: Forward reaction prediction with 1.9M reactions from USPTO patents (1976-2016). Task: Predict the product of the given reaction. (1) Given the reactants C[O:2][C:3](=[O:32])[CH2:4][N:5]1[C:13]2[C:8](=[CH:9][C:10]([F:14])=[CH:11][CH:12]=2)[C:7]([CH2:15][C:16]2[CH:17]=[N:18][CH:19]=[CH:20][C:21]=2[S:22]([C:25]2[CH:30]=[CH:29][CH:28]=[CH:27][CH:26]=2)(=[O:24])=[O:23])=[C:6]1[CH3:31].[OH-].[Na+].Cl, predict the reaction product. The product is: [F:14][C:10]1[CH:9]=[C:8]2[C:13](=[CH:12][CH:11]=1)[N:5]([CH2:4][C:3]([OH:32])=[O:2])[C:6]([CH3:31])=[C:7]2[CH2:15][C:16]1[CH:17]=[N:18][CH:19]=[CH:20][C:21]=1[S:22]([C:25]1[CH:26]=[CH:27][CH:28]=[CH:29][CH:30]=1)(=[O:24])=[O:23]. (2) Given the reactants [F:1][CH2:2][O:3][C:4]1[CH:40]=[CH:39][C:7]2[CH2:8][CH2:9][CH2:10][CH:11]([N:13]([CH2:21][C@H:22]([O:31][Si](CC)(CC)CC)[CH2:23][O:24][C:25]3[CH:30]=[CH:29][CH:28]=[CH:27][CH:26]=3)[C:14]([O:16][C:17]([CH3:20])([CH3:19])[CH3:18])=[O:15])[CH2:12][C:6]=2[CH:5]=1.[F-].C([N+](CCCC)(CCCC)CCCC)CCC.O, predict the reaction product. The product is: [F:1][CH2:2][O:3][C:4]1[CH:40]=[CH:39][C:7]2[CH2:8][CH2:9][CH2:10][CH:11]([N:13]([CH2:21][C@H:22]([OH:31])[CH2:23][O:24][C:25]3[CH:30]=[CH:29][CH:28]=[CH:27][CH:26]=3)[C:14]([O:16][C:17]([CH3:19])([CH3:20])[CH3:18])=[O:15])[CH2:12][C:6]=2[CH:5]=1. (3) Given the reactants [CH:1]1[C:10]2[C:5](=[CH:6][CH:7]=[CH:8][CH:9]=2)[CH:4]=[CH:3][C:2]=1[OH:11].CCOCC.[C:17](O)(=[O:35])[CH2:18][CH2:19][CH2:20][CH2:21][CH2:22][CH2:23][CH2:24]/[CH:25]=[CH:26]\[CH2:27][CH2:28][CH2:29][CH2:30][CH2:31][CH2:32][CH2:33][CH3:34].CS(O)(=O)=O, predict the reaction product. The product is: [C:17]([O:11][C:2]1[CH:3]=[CH:4][C:5]2[C:10](=[CH:9][CH:8]=[CH:7][CH:6]=2)[CH:1]=1)(=[O:35])[CH2:18][CH2:19][CH2:20][CH2:21][CH2:22][CH2:23][CH2:24]/[CH:25]=[CH:26]\[CH2:27][CH2:28][CH2:29][CH2:30][CH2:31][CH2:32][CH2:33][CH3:34]. (4) The product is: [CH3:31][O:32][C:33](=[O:34])[C:35]1[CH:40]=[CH:39][C:38]([N:11]2[C:12]3[C:17](=[CH:16][C:15]([C:19]([N:21]4[CH2:22][CH2:23][N:24]([CH:27]([CH3:28])[CH3:29])[CH2:25][CH2:26]4)=[O:20])=[CH:14][CH:13]=3)[CH:18]=[C:10]2[C:8]([N:5]2[CH2:6][CH2:7][C:2]([F:1])([F:30])[CH2:3][CH2:4]2)=[O:9])=[CH:37][CH:36]=1. Given the reactants [F:1][C:2]1([F:30])[CH2:7][CH2:6][N:5]([C:8]([C:10]2[NH:11][C:12]3[C:17]([CH:18]=2)=[CH:16][C:15]([C:19]([N:21]2[CH2:26][CH2:25][N:24]([CH:27]([CH3:29])[CH3:28])[CH2:23][CH2:22]2)=[O:20])=[CH:14][CH:13]=3)=[O:9])[CH2:4][CH2:3]1.[CH3:31][O:32][C:33]([C:35]1[CH:40]=[CH:39][C:38](B(O)O)=[CH:37][CH:36]=1)=[O:34].N1C=CC=CC=1, predict the reaction product. (5) Given the reactants Cl[C:2]1[C:3]2[C:10]3[CH2:11][CH2:12][CH:13]([C:15]([N:17]([CH3:19])[CH3:18])=[O:16])[CH2:14][C:9]=3[S:8][C:4]=2[N:5]=[CH:6][N:7]=1.[N:20]([CH2:23][CH2:24][CH2:25][O:26][C:27]1[CH:35]=[C:34]2[C:30]([CH:31]=[N:32][NH:33]2)=[CH:29][C:28]=1[NH2:36])=[N+:21]=[N-:22], predict the reaction product. The product is: [N:20]([CH2:23][CH2:24][CH2:25][O:26][C:27]1[CH:35]=[C:34]2[C:30]([CH:31]=[N:32][NH:33]2)=[CH:29][C:28]=1[NH:36][C:2]1[C:3]2[C:10]3[CH2:11][CH2:12][CH:13]([C:15]([N:17]([CH3:19])[CH3:18])=[O:16])[CH2:14][C:9]=3[S:8][C:4]=2[N:5]=[CH:6][N:7]=1)=[N+:21]=[N-:22]. (6) Given the reactants C([O:3][C:4](=[O:33])[CH2:5][C:6]1[C:7]([CH3:32])=[C:8]([S:16][C:17]2[CH:22]=[CH:21][C:20]([S:23]([N:26]3[CH2:31][CH2:30][O:29][CH2:28][CH2:27]3)(=[O:25])=[O:24])=[CH:19][CH:18]=2)[N:9]2[C:14]=1[CH:13]=[CH:12][C:11]([F:15])=[CH:10]2)C.C([O:36][C:37](=[O:67])[CH2:38][C:39]1[C:40]([CH3:66])=[C:41]([S:50][C:51]2[CH:56]=[CH:55][C:54]([S:57]([N:60]3[CH2:65][CH2:64][O:63][CH2:62][CH2:61]3)(=[O:59])=[O:58])=[CH:53][CH:52]=2)[N:42]2[C:47]=1[CH:46]=[CH:45][C:44]([F:48])=[C:43]2[Cl:49])C.C(O)C.[OH-].[Li+], predict the reaction product. The product is: [F:15][C:11]1[CH:12]=[CH:13][C:14]2[N:9]([C:8]([S:16][C:17]3[CH:22]=[CH:21][C:20]([S:23]([N:26]4[CH2:31][CH2:30][O:29][CH2:28][CH2:27]4)(=[O:24])=[O:25])=[CH:19][CH:18]=3)=[C:7]([CH3:32])[C:6]=2[CH2:5][C:4]([OH:33])=[O:3])[CH:10]=1.[Cl:49][C:43]1[N:42]2[C:47]([CH:46]=[CH:45][C:44]=1[F:48])=[C:39]([CH2:38][C:37]([OH:67])=[O:36])[C:40]([CH3:66])=[C:41]2[S:50][C:51]1[CH:56]=[CH:55][C:54]([S:57]([N:60]2[CH2:65][CH2:64][O:63][CH2:62][CH2:61]2)(=[O:59])=[O:58])=[CH:53][CH:52]=1. (7) Given the reactants [H-].[Na+].[CH3:3][NH:4][C:5](=[O:7])[CH3:6].[F:8][C:9]1[CH:16]=[CH:15][C:12]([CH2:13]Br)=[CH:11][CH:10]=1, predict the reaction product. The product is: [CH3:3][N:4]([CH2:13][C:12]1[CH:15]=[CH:16][C:9]([F:8])=[CH:10][CH:11]=1)[C:5](=[O:7])[CH3:6]. (8) Given the reactants [CH2:1]1[C:9]2[C:4](=[CH:5][CH:6]=[CH:7][CH:8]=2)[CH2:3][C:2]1=O.[C:11](=[O:14])([O-])[O-].[NH4+:15].[NH4+:16].[C-]#N.[Na+].[CH2:20]([OH:22])C, predict the reaction product. The product is: [CH2:1]1[C:9]2[C:4](=[CH:5][CH:6]=[CH:7][CH:8]=2)[CH2:3][C:2]21[C:20](=[O:22])[NH:16][C:11](=[O:14])[NH:15]2.